Task: Predict the reaction yield, written as a fraction of the theoretical maximum amount of product (1.0 means a 100% yield; for example, 0.34 means a 34% yield).. Dataset: Reaction yield outcomes from USPTO patents with 853,638 reactions (1) The reactants are Br[C:2]1[CH:14]=[C:13]([F:15])[C:12]([F:16])=[CH:11][C:3]=1[O:4][C:5]1[CH:10]=[CH:9][CH:8]=[CH:7][N:6]=1.[CH3:17][N:18](C)C=O. The catalyst is [C-]#N.[C-]#N.[Zn+2]. The product is [F:16][C:12]1[C:13]([F:15])=[CH:14][C:2]([C:17]#[N:18])=[C:3]([O:4][C:5]2[CH:10]=[CH:9][CH:8]=[CH:7][N:6]=2)[CH:11]=1. The yield is 0.440. (2) The reactants are C(O)(=O)C(O)=O.[O:7]=[C:8]1[CH:13](C(OC)=O)[C:12](=[O:18])[CH2:11][CH2:10][N:9]1[CH:19]1[CH2:24][CH2:23][N:22]([C:25]([O:27][CH2:28][C:29]2[CH:34]=[CH:33][CH:32]=[CH:31][CH:30]=2)=[O:26])[CH2:21][CH2:20]1. The catalyst is O. The product is [O:7]=[C:8]1[CH2:13][C:12](=[O:18])[CH2:11][CH2:10][N:9]1[CH:19]1[CH2:24][CH2:23][N:22]([C:25]([O:27][CH2:28][C:29]2[CH:34]=[CH:33][CH:32]=[CH:31][CH:30]=2)=[O:26])[CH2:21][CH2:20]1. The yield is 0.410. (3) The reactants are [Br:1][C:2]1[C:3](=[O:19])[NH:4][C:5]([CH3:18])=[CH:6][C:7]=1[O:8][CH2:9][C:10]1[CH:15]=[CH:14][C:13]([F:16])=[CH:12][C:11]=1[F:17].[Br:20][CH2:21][C:22]1[CH:27]=[CH:26][CH:25]=[C:24]([CH2:28]Br)[CH:23]=1.[H-].[Na+]. The catalyst is O1CCOCC1. The product is [Br:1][C:2]1[C:3](=[O:19])[N:4]([CH2:28][C:24]2[CH:25]=[CH:26][CH:27]=[C:22]([CH2:21][Br:20])[CH:23]=2)[C:5]([CH3:18])=[CH:6][C:7]=1[O:8][CH2:9][C:10]1[CH:15]=[CH:14][C:13]([F:16])=[CH:12][C:11]=1[F:17]. The yield is 0.380. (4) The reactants are [N+:1](/[CH:4]=[CH:5]/[C:6]1[CH:7]=[CH:8][C:9]([C:12]([F:15])([F:14])[F:13])=[N:10][CH:11]=1)([O-:3])=[O:2].C[Si](C)(C)[O:18][C:19]([CH:21]=[CH2:22])=[CH2:20].Cl.CO. The catalyst is C1(C)C=CC=CC=1. The product is [N+:1]([C@@H:4]1[CH2:22][CH2:21][C:19](=[O:18])[CH2:20][C@H:5]1[C:6]1[CH:11]=[N:10][C:9]([C:12]([F:15])([F:13])[F:14])=[CH:8][CH:7]=1)([O-:3])=[O:2]. The yield is 0.890. (5) The reactants are [CH:1]1[CH:2]=[C:3]([CH2:6][NH:7][C:8]2[C:13]([C:14]([OH:16])=[O:15])=[CH:12][C:11]([S:17]([NH2:20])(=[O:19])=[O:18])=[C:10]([Cl:21])[CH:9]=2)[O:4][CH:5]=1.C1N=CN(C(N2C=N[CH:31]=[CH:30]2)=O)C=1.[C:34]([CH:38]([CH2:40][CH2:41][CH3:42])[O-])([CH3:37])(C)C.[K+].[Cl-].[Na+]. The catalyst is C1COCC1.C(OCC)(=O)C.O. The product is [NH2:20][S:17]([C:11]1[C:10]([Cl:21])=[CH:9][C:8]([NH:7][CH2:6][C:3]2[O:4][CH:5]=[CH:1][CH:2]=2)=[C:13]([CH:12]=1)[C:14]([O:16][C@H:30]([CH3:31])[C:37]1[CH:34]=[CH:38][CH:40]=[CH:41][CH:42]=1)=[O:15])(=[O:19])=[O:18]. The yield is 0.670. (6) The reactants are [NH2:1][C:2]1[CH:3]=[C:4]2[C:9](=[C:10]([Br:12])[CH:11]=1)[N:8]=[CH:7][C:6]([C:13]#[N:14])=[C:5]2[NH:15][C:16]1[CH:21]=[CH:20][CH:19]=[C:18]([Cl:22])[CH:17]=1.[N:23]1[CH:28]=[CH:27][CH:26]=[C:25]([CH:29]=O)[CH:24]=1.[BH3-]C#N.[Na+]. The catalyst is CCO. The product is [Br:12][C:10]1[CH:11]=[C:2]([NH:1][CH2:29][C:25]2[CH:24]=[N:23][CH:28]=[CH:27][CH:26]=2)[CH:3]=[C:4]2[C:9]=1[N:8]=[CH:7][C:6]([C:13]#[N:14])=[C:5]2[NH:15][C:16]1[CH:21]=[CH:20][CH:19]=[C:18]([Cl:22])[CH:17]=1. The yield is 0.460. (7) The reactants are Br[C:2]1[CH:6]=[CH:5][S:4][C:3]=1[C:7]1[S:8][CH:9]=[CH:10][CH:11]=1.C([Li])CCC.[CH3:17][CH2:18][CH2:19][CH2:20][CH2:21][CH2:22][CH2:23][CH2:24][C:25](=[O:34])[CH2:26][CH2:27][CH2:28][CH2:29][CH2:30][CH2:31][CH2:32][CH3:33]. The catalyst is C(OCC)C. The product is [S:4]1[CH:5]=[CH:6][C:2]([C:25]([OH:34])([CH2:26][CH2:27][CH2:28][CH2:29][CH2:30][CH2:31][CH2:32][CH3:33])[CH2:24][CH2:23][CH2:22][CH2:21][CH2:20][CH2:19][CH2:18][CH3:17])=[C:3]1[C:7]1[S:8][CH:9]=[CH:10][CH:11]=1. The yield is 0.750.